The task is: Predict which catalyst facilitates the given reaction.. This data is from Catalyst prediction with 721,799 reactions and 888 catalyst types from USPTO. Reactant: [CH3:1][O:2][C:3]1[N:8]=[C:7](/[CH:9]=[CH:10]/[C:11]2[N:30]=[C:14]3[C:15]([C:20]4[CH:25]=[CH:24][CH:23]=[CH:22][C:21]=4[C:26]([F:29])([F:28])[F:27])(O)[CH2:16][CH2:17][CH2:18][N:13]3[N:12]=2)[CH:6]=[CH:5][C:4]=1[N:31]1[CH:35]=[C:34]([CH3:36])[N:33]=[CH:32]1.C(N(S(F)(F)F)CC)C.C(OCC)(=O)C.O. Product: [CH3:1][O:2][C:3]1[N:8]=[C:7](/[CH:9]=[CH:10]/[C:11]2[N:30]=[C:14]3[C:15]([C:20]4[CH:25]=[CH:24][CH:23]=[CH:22][C:21]=4[C:26]([F:29])([F:28])[F:27])=[CH:16][CH2:17][CH2:18][N:13]3[N:12]=2)[CH:6]=[CH:5][C:4]=1[N:31]1[CH:35]=[C:34]([CH3:36])[N:33]=[CH:32]1. The catalyst class is: 4.